From a dataset of Full USPTO retrosynthesis dataset with 1.9M reactions from patents (1976-2016). Predict the reactants needed to synthesize the given product. (1) Given the product [CH2:1]([C:3]([F:32])([CH2:30][CH3:31])[CH2:4][N:5]1[CH2:10][CH2:9][CH:8]([CH2:11][O:12][C:13]2[CH:18]=[CH:17][C:16]([C:19]3[CH:24]=[CH:23][C:22]([C:25]([OH:27])=[O:26])=[CH:21][C:20]=3[F:29])=[CH:15][CH:14]=2)[CH2:7][CH2:6]1)[CH3:2], predict the reactants needed to synthesize it. The reactants are: [CH2:1]([C:3]([F:32])([CH2:30][CH3:31])[CH2:4][N:5]1[CH2:10][CH2:9][CH:8]([CH2:11][O:12][C:13]2[CH:18]=[CH:17][C:16]([C:19]3[CH:24]=[CH:23][C:22]([C:25]([O:27]C)=[O:26])=[CH:21][C:20]=3[F:29])=[CH:15][CH:14]=2)[CH2:7][CH2:6]1)[CH3:2].O[Li].O. (2) Given the product [CH3:30][N:26]1[CH:27]=[C:23]([CH2:22][N:19]2[CH2:20][CH2:21][CH:16]([C:13]3[CH:14]=[CH:15][C:10]([C:9]([NH:8][C:3]4[CH:4]=[CH:5][CH:6]=[CH:7][C:2]=4[NH:1][C:42](=[O:44])[O:45][C:37]([CH3:39])([CH3:38])[CH3:36])=[O:32])=[CH:11][CH:12]=3)[CH2:17][CH2:18]2)[C:24]([CH3:31])=[N:25]1, predict the reactants needed to synthesize it. The reactants are: [NH2:1][C:2]1[CH:7]=[CH:6][CH:5]=[CH:4][C:3]=1[NH:8][C:9](=[O:32])[C:10]1[CH:15]=[CH:14][C:13]([CH:16]2[CH2:21][CH2:20][N:19]([CH2:22][C:23]3[C:24]([CH3:31])=[N:25][N:26]([CH3:30])[C:27]=3OC)[CH2:18][CH2:17]2)=[CH:12][CH:11]=1.CN1[CH:38]=[C:37]([CH:39]=O)[C:36](C)=N1.[C:42]([OH:45])(=[O:44])C.[H][H].[OH-].[Na+]. (3) Given the product [O:19]=[S:2]1(=[O:1])[N:7]([CH3:21])[CH2:6][CH2:5][CH2:4][N:3]1[C:8]1[CH:17]=[CH:16][C:11]([C:12]([O:14][CH3:15])=[O:13])=[CH:10][C:9]=1[CH3:18], predict the reactants needed to synthesize it. The reactants are: [O:1]=[S:2]1(=[O:19])[NH:7][CH2:6][CH2:5][CH2:4][N:3]1[C:8]1[CH:17]=[CH:16][C:11]([C:12]([O:14][CH3:15])=[O:13])=[CH:10][C:9]=1[CH3:18].[K].[CH3:21]C(C)([O-])C.CI. (4) Given the product [Cl:1][C:2]1[CH:3]=[CH:4][C:5]([C:34]#[N:35])=[C:6]([C:8]2[C:13]([O:14][CH3:15])=[CH:12][N:11]([CH2:16][C:17]([NH:19][C:20]3[CH:32]=[CH:31][C:23]([C:24]([OH:26])=[O:25])=[CH:22][CH:21]=3)=[O:18])[C:10](=[O:33])[CH:9]=2)[CH:7]=1, predict the reactants needed to synthesize it. The reactants are: [Cl:1][C:2]1[CH:3]=[CH:4][C:5]([C:34]#[N:35])=[C:6]([C:8]2[C:13]([O:14][CH3:15])=[CH:12][N:11]([CH2:16][C:17]([NH:19][C:20]3[CH:32]=[CH:31][C:23]([C:24]([O:26]C(C)(C)C)=[O:25])=[CH:22][CH:21]=3)=[O:18])[C:10](=[O:33])[CH:9]=2)[CH:7]=1.C(O)(C(F)(F)F)=O. (5) Given the product [O:11]1[C:15]2[CH:16]=[CH:17][C:18]([C:20]([N:27]3[CH2:32][CH2:31][N:30]([CH3:33])[CH2:29][CH2:28]3)([CH3:34])[C:21](=[O:26])[C:22]([O:24][CH3:25])=[O:23])=[CH:19][C:14]=2[O:13][CH2:12]1, predict the reactants needed to synthesize it. The reactants are: C[Si]([N-][Si](C)(C)C)(C)C.[Na+].[O:11]1[C:15]2[CH:16]=[CH:17][C:18]([CH:20]([N:27]3[CH2:32][CH2:31][N:30]([CH3:33])[CH2:29][CH2:28]3)[C:21](=[O:26])[C:22]([O:24][CH3:25])=[O:23])=[CH:19][C:14]=2[O:13][CH2:12]1.[CH3:34]I. (6) Given the product [CH3:11][O:10][C:4]1[CH:3]=[C:2](/[CH:14]=[CH:13]/[C:12]#[N:15])[CH:7]=[CH:6][C:5]=1[O:8][CH3:9], predict the reactants needed to synthesize it. The reactants are: Br[C:2]1[CH:7]=[CH:6][C:5]([O:8][CH3:9])=[C:4]([O:10][CH3:11])[CH:3]=1.[C:12](#[N:15])[CH:13]=[CH2:14].C([O-])(=O)C.[Na+].C1(C)C=CC=CC=1P(C1C=CC=CC=1C)C1C=CC=CC=1C.